This data is from Full USPTO retrosynthesis dataset with 1.9M reactions from patents (1976-2016). The task is: Predict the reactants needed to synthesize the given product. (1) Given the product [ClH:11].[Cl-:11].[NH2:1][C:5]1[CH:6]=[CH:7][C:8]([C:9](=[O:12])[CH2:10][N+:15]2[CH:20]=[CH:19][CH:18]=[CH:17][CH:16]=2)=[CH:13][CH:14]=1, predict the reactants needed to synthesize it. The reactants are: [NH:1]([C:5]1[CH:14]=[CH:13][C:8]([C:9](=[O:12])[CH2:10][Cl:11])=[CH:7][CH:6]=1)C(C)=O.[N:15]1[CH:20]=[CH:19][CH:18]=[CH:17][CH:16]=1.CS(C)=O. (2) Given the product [F:1][C:2]([F:10])([F:9])[C:3]([OH:8])([CH2:6][OH:7])[CH2:4][OH:5].[C:11]([O:5][CH2:4][C:3]([CH2:6][O:7][C:11](=[O:16])[CH2:12][CH2:13][CH3:14])([OH:8])[C:2]([F:10])([F:9])[F:1])(=[O:16])[CH2:12][CH2:13][CH3:14], predict the reactants needed to synthesize it. The reactants are: [F:1][C:2]([F:10])([F:9])[C:3]([OH:8])([CH2:6][OH:7])[CH2:4][OH:5].[C:11]([O:16]C=C)(=O)[CH2:12][CH2:13][CH3:14]. (3) The reactants are: [C:1]([C:9]1[CH:38]=[C:37]([Br:39])[CH:36]=[CH:35][C:10]=1[C:11]([N:13]([CH2:25][CH:26]([OH:34])[CH2:27][C:28]1[CH:33]=[CH:32][CH:31]=[CH:30][CH:29]=1)[CH2:14][C:15]1[CH:20]=[CH:19][C:18]([S:21]([CH3:24])(=[O:23])=[O:22])=[CH:17][CH:16]=1)=[O:12])(=[O:8])[C:2]1[CH:7]=[CH:6][CH:5]=[CH:4][CH:3]=1.C(N(CC)CC)C.O.Cl. Given the product [C:1]([C:9]1[CH:38]=[C:37]([Br:39])[CH:36]=[CH:35][C:10]=1[C:11]([N:13]([CH2:14][C:15]1[CH:16]=[CH:17][C:18]([S:21]([CH3:24])(=[O:23])=[O:22])=[CH:19][CH:20]=1)[CH2:25][C:26](=[O:34])[CH2:27][C:28]1[CH:33]=[CH:32][CH:31]=[CH:30][CH:29]=1)=[O:12])(=[O:8])[C:2]1[CH:3]=[CH:4][CH:5]=[CH:6][CH:7]=1, predict the reactants needed to synthesize it. (4) Given the product [I:30][C:7]1[N:6]=[C:5]([C:8]([O:10][CH3:11])=[O:9])[C:4](=[O:12])[N:3]([C:13]2[CH:18]=[CH:17][CH:16]=[C:15]([C:19]([F:22])([F:20])[F:21])[CH:14]=2)[C:2]=1[CH3:1], predict the reactants needed to synthesize it. The reactants are: [CH3:1][C:2]1[N:3]([C:13]2[CH:18]=[CH:17][CH:16]=[C:15]([C:19]([F:22])([F:21])[F:20])[CH:14]=2)[C:4](=[O:12])[C:5]([C:8]([O:10][CH3:11])=[O:9])=[N:6][CH:7]=1.FC(F)(F)C(O)=O.[I:30]N1C(=O)CCC1=O.[Al]. (5) Given the product [N:7]1([CH2:12][C:13]2([C:44]3[CH:49]=[CH:48][C:47]([F:50])=[CH:46][C:45]=3[F:51])[O:17][CH2:16][CH:15]([CH2:18][S:19][C:20]3[CH:25]=[CH:24][C:23]([N:26]4[CH2:27][CH2:28][N:29]([C:32]5[CH:33]=[CH:34][C:35]([N:38]6[C:42](=[O:43])[N:41]([CH:2]([CH3:4])[CH3:3])[N:40]=[CH:39]6)=[CH:36][CH:37]=5)[CH2:30][CH2:31]4)=[CH:22][CH:21]=3)[CH2:14]2)[CH:11]=[N:10][CH:9]=[N:8]1, predict the reactants needed to synthesize it. The reactants are: Br[CH:2]([CH3:4])[CH3:3].[OH-].[K+].[N:7]1([CH2:12][C:13]2([C:44]3[CH:49]=[CH:48][C:47]([F:50])=[CH:46][C:45]=3[F:51])[O:17][CH2:16][CH:15]([CH2:18][S:19][C:20]3[CH:25]=[CH:24][C:23]([N:26]4[CH2:31][CH2:30][N:29]([C:32]5[CH:37]=[CH:36][C:35]([N:38]6[C:42](=[O:43])[NH:41][N:40]=[CH:39]6)=[CH:34][CH:33]=5)[CH2:28][CH2:27]4)=[CH:22][CH:21]=3)[CH2:14]2)[CH:11]=[N:10][CH:9]=[N:8]1. (6) Given the product [NH2:23][CH:6]([C:5]1[CH:8]=[CH:9][C:2]([Cl:1])=[CH:3][CH:4]=1)[CH2:11][C:10]([O:16][CH2:17][CH3:18])=[O:15], predict the reactants needed to synthesize it. The reactants are: [Cl:1][C:2]1[CH:9]=[CH:8][C:5]([CH:6]=O)=[CH:4][CH:3]=1.[C:10]([O:16][CH2:17][CH3:18])(=[O:15])[CH2:11]C([O-])=O.C([O-])(=O)C.[NH4+:23].Cl. (7) Given the product [CH2:1]([O:8][C:9]1[CH:10]=[CH:11][C:12]([C:15]([C:17]2[C:25]3[C:20](=[C:21]([C:26]([F:29])([F:27])[F:28])[CH:22]=[CH:23][CH:24]=3)[N:19]([CH:32]3[CH2:36][CH2:35][CH2:34][CH2:33]3)[N:18]=2)=[O:16])=[CH:13][CH:14]=1)[C:2]1[CH:7]=[CH:6][CH:5]=[CH:4][CH:3]=1, predict the reactants needed to synthesize it. The reactants are: [CH2:1]([O:8][C:9]1[CH:14]=[CH:13][C:12]([C:15]([C:17]2[C:25]3[C:20](=[C:21]([C:26]([F:29])([F:28])[F:27])[CH:22]=[CH:23][CH:24]=3)[NH:19][N:18]=2)=[O:16])=[CH:11][CH:10]=1)[C:2]1[CH:7]=[CH:6][CH:5]=[CH:4][CH:3]=1.[H-].[Na+].[CH:32]1(Br)[CH2:36][CH2:35][CH2:34][CH2:33]1. (8) Given the product [CH3:20][C:15]1([CH3:21])[C:16]([CH3:19])([CH3:18])[O:17][B:13]([C:2]2[CH:3]=[C:4]([N:8]3[N:12]=[CH:11][CH:10]=[N:9]3)[CH:5]=[CH:6][CH:7]=2)[O:14]1, predict the reactants needed to synthesize it. The reactants are: Br[C:2]1[CH:3]=[C:4]([N:8]2[N:12]=[CH:11][CH:10]=[N:9]2)[CH:5]=[CH:6][CH:7]=1.[B:13]1([B:13]2[O:17][C:16]([CH3:19])([CH3:18])[C:15]([CH3:21])([CH3:20])[O:14]2)[O:17][C:16]([CH3:19])([CH3:18])[C:15]([CH3:21])([CH3:20])[O:14]1.C([O-])(=O)C.[K+]. (9) Given the product [CH3:1][N:2]1[CH2:7][CH2:6][C:5]([CH2:12][NH:13][C@@H:20]2[CH2:22][C@H:21]2[C:23]2[CH:28]=[CH:27][CH:26]=[CH:25][CH:24]=2)([C:8]([OH:10])=[O:9])[CH2:4][CH2:3]1, predict the reactants needed to synthesize it. The reactants are: [CH3:1][N:2]1[CH2:7][CH2:6][C:5]([CH2:12][N:13]([C@@H:20]2[CH2:22][C@H:21]2[C:23]2[CH:28]=[CH:27][CH:26]=[CH:25][CH:24]=2)C(=O)C(F)(F)F)([C:8]([O:10]C)=[O:9])[CH2:4][CH2:3]1.[OH-].[Na+]. (10) Given the product [F:32][C:18]1[CH:19]=[C:20]([CH2:23][N:24]2[CH2:25][CH:26]([C:28]([O:30][CH3:31])=[O:29])[CH2:27]2)[CH:21]=[CH:22][C:17]=1[C:15]1[O:16][C:12]2[CH:11]=[CH:10][C:9]([CH:1]([OH:8])[C:2]3[CH:3]=[CH:4][CH:5]=[CH:6][CH:7]=3)=[CH:33][C:13]=2[CH:14]=1, predict the reactants needed to synthesize it. The reactants are: [C:1]([C:9]1[CH:10]=[CH:11][C:12]2[O:16][C:15]([C:17]3[CH:22]=[CH:21][C:20]([CH2:23][N:24]4[CH2:27][CH:26]([C:28]([O:30][CH3:31])=[O:29])[CH2:25]4)=[CH:19][C:18]=3[F:32])=[CH:14][C:13]=2[CH:33]=1)(=[O:8])[C:2]1[CH:7]=[CH:6][CH:5]=[CH:4][CH:3]=1.[BH4-].[Na+].[Cl-].[NH4+].